The task is: Predict which catalyst facilitates the given reaction.. This data is from Catalyst prediction with 721,799 reactions and 888 catalyst types from USPTO. (1) Reactant: C(OC(=O)[NH:7][C:8]1[CH:13]=[C:12]([C:14]#[N:15])[CH:11]=[C:10]([N:16]2[CH2:25][CH2:24][N:23]3[C@H:18]([CH2:19][O:20][C:21]([CH3:27])([CH3:26])[CH2:22]3)[CH2:17]2)[C:9]=1[Cl:28])(C)(C)C.N1C(C)=CC=CC=1C.FC(F)(F)S(O[Si](C)(C)C)(=O)=O. Product: [NH2:7][C:8]1[CH:13]=[C:12]([CH:11]=[C:10]([N:16]2[CH2:25][CH2:24][N:23]3[C@H:18]([CH2:19][O:20][C:21]([CH3:27])([CH3:26])[CH2:22]3)[CH2:17]2)[C:9]=1[Cl:28])[C:14]#[N:15]. The catalyst class is: 2. (2) Reactant: [F:1][C:2]1[C:7]([C:8]2[CH:9]=[C:10]3[C:15](=[C:16]([O:18][CH3:19])[CH:17]=2)[N:14]=[C:13]([C:20]2[CH:28]=[CH:27][CH:26]=[C:25]4[C:21]=2[CH:22]=[N:23][N:24]4C2CCCCO2)[N:12]=[C:11]3[N:35]2[CH2:40][CH2:39][O:38][CH2:37][CH2:36]2)=[CH:6][CH:5]=[CH:4][C:3]=1[NH:41][S:42]([CH2:45][CH2:46][CH3:47])(=[O:44])=[O:43].FC(F)(F)C(O)=O. Product: [NH:24]1[C:25]2[C:21](=[C:20]([C:13]3[N:12]=[C:11]([N:35]4[CH2:40][CH2:39][O:38][CH2:37][CH2:36]4)[C:10]4[C:15](=[C:16]([O:18][CH3:19])[CH:17]=[C:8]([C:7]5[C:2]([F:1])=[C:3]([NH:41][S:42]([CH2:45][CH2:46][CH3:47])(=[O:44])=[O:43])[CH:4]=[CH:5][CH:6]=5)[CH:9]=4)[N:14]=3)[CH:28]=[CH:27][CH:26]=2)[CH:22]=[N:23]1. The catalyst class is: 4.